Predict the product of the given reaction. From a dataset of Forward reaction prediction with 1.9M reactions from USPTO patents (1976-2016). (1) Given the reactants [CH3:1][N:2]([CH3:47])[C:3](=O)[CH2:4][CH2:5][C:6]([CH2:30][O:31][CH2:32][CH2:33][CH2:34][CH2:35][CH2:36][CH2:37][CH2:38][CH2:39][CH2:40][CH2:41][CH2:42][CH2:43][CH2:44][CH3:45])([CH2:14][O:15][CH2:16][CH2:17][CH2:18][CH2:19][CH2:20][CH2:21][CH2:22][CH2:23][CH2:24][CH2:25][CH2:26][CH2:27][CH2:28][CH3:29])[CH2:7][CH2:8][C:9]([N:11]([CH3:13])[CH3:12])=O.[H-].[H-].[H-].[H-].[Li+].[Al+3], predict the reaction product. The product is: [CH3:13][N:11]([CH3:12])[CH2:9][CH2:8][CH2:7][C:6]([CH2:14][O:15][CH2:16][CH2:17][CH2:18][CH2:19][CH2:20][CH2:21][CH2:22][CH2:23][CH2:24][CH2:25][CH2:26][CH2:27][CH2:28][CH3:29])([CH2:30][O:31][CH2:32][CH2:33][CH2:34][CH2:35][CH2:36][CH2:37][CH2:38][CH2:39][CH2:40][CH2:41][CH2:42][CH2:43][CH2:44][CH3:45])[CH2:5][CH2:4][CH2:3][N:2]([CH3:47])[CH3:1]. (2) Given the reactants CS(O[CH:6]([C:22]1[CH:27]=[CH:26][C:25]([Br:28])=[CH:24][CH:23]=1)[CH2:7][CH2:8][CH:9](OS(C)(=O)=O)[C:10]1[CH:15]=[CH:14][C:13]([Br:16])=[CH:12][CH:11]=1)(=O)=O.[F:29][C:30]([F:39])([F:38])[C:31]1[CH:37]=[CH:36][C:34]([NH2:35])=[CH:33][CH:32]=1, predict the reaction product. The product is: [Br:16][C:13]1[CH:14]=[CH:15][C:10]([C@@H:9]2[CH2:8][CH2:7][C@@H:6]([C:22]3[CH:27]=[CH:26][C:25]([Br:28])=[CH:24][CH:23]=3)[N:35]2[C:34]2[CH:36]=[CH:37][C:31]([C:30]([F:29])([F:38])[F:39])=[CH:32][CH:33]=2)=[CH:11][CH:12]=1. (3) Given the reactants [OH:1][CH2:2][CH2:3][C:4]1[CH:5]=[C:6]([OH:10])[CH:7]=[CH:8][CH:9]=1.[CH3:11][C:12]([Si:15](Cl)([CH3:17])[CH3:16])([CH3:14])[CH3:13].N1C=CN=C1.O, predict the reaction product. The product is: [Si:15]([O:1][CH2:2][CH2:3][C:4]1[CH:5]=[C:6]([OH:10])[CH:7]=[CH:8][CH:9]=1)([C:12]([CH3:14])([CH3:13])[CH3:11])([CH3:17])[CH3:16]. (4) Given the reactants [CH3:1][C:2]1[C:3]([C:8]([OH:10])=[O:9])=[N:4][CH:5]=[CH:6][N:7]=1.[C:11](Cl)(=O)[C:12](Cl)=O, predict the reaction product. The product is: [CH2:11]([O:9][C:8]([C:3]1[C:2]([CH3:1])=[N:7][CH:6]=[CH:5][N:4]=1)=[O:10])[CH3:12]. (5) The product is: [N:1]1([CH2:6][C:7]2[CH:42]=[CH:41][C:10]([CH2:11][N:12]3[CH:20]=[C:19]4[C:14]([N:15]=[C:16]([O:39][CH3:40])[N:17]=[C:18]4[NH:21][CH2:22][C:23]4[C:28]([CH3:29])=[N:27][C:26]([NH2:30])=[CH:25][C:24]=4[CH3:38])=[N:13]3)=[CH:9][CH:8]=2)[CH:5]=[CH:4][CH:3]=[N:2]1. Given the reactants [N:1]1([CH2:6][C:7]2[CH:42]=[CH:41][C:10]([CH2:11][N:12]3[CH:20]=[C:19]4[C:14]([N:15]=[C:16]([O:39][CH3:40])[N:17]=[C:18]4[NH:21][CH2:22][C:23]4[C:24]([CH3:38])=[CH:25][C:26]([NH:30]C(=O)OC(C)(C)C)=[N:27][C:28]=4[CH3:29])=[N:13]3)=[CH:9][CH:8]=2)[CH:5]=[CH:4][CH:3]=[N:2]1.Cl, predict the reaction product. (6) Given the reactants [F:1][C:2]1[CH:7]=[CH:6][CH:5]=[CH:4][C:3]=1[N:8]1[C:12]([CH:13]2[CH2:17][CH2:16][CH2:15][O:14]2)=[C:11]([C:18]([OH:20])=O)[N:10]=[N:9]1.[F:21][C:22]1[CH:27]=[CH:26][CH:25]=[CH:24][C:23]=1[C:28](=[NH:31])[NH:29]O, predict the reaction product. The product is: [F:21][C:22]1[CH:27]=[CH:26][CH:25]=[CH:24][C:23]=1[C:28]1[N:31]=[C:18]([C:11]2[N:10]=[N:9][N:8]([C:3]3[CH:4]=[CH:5][CH:6]=[CH:7][C:2]=3[F:1])[C:12]=2[CH:13]2[CH2:17][CH2:16][CH2:15][O:14]2)[O:20][N:29]=1. (7) The product is: [CH3:1][O:2][C:3]1[CH:4]=[C:5]2[C:9](=[CH:10][CH:11]=1)[C:8]1([CH2:34][CH2:33][N:25]([C:26]([O:27][C:28]([CH3:30])([CH3:29])[CH3:31])=[O:32])[CH2:24][CH2:23]1)[CH:7]=[CH:6]2. Given the reactants [CH3:1][O:2][C:3]1[CH:4]=[C:5]2[C:9](=[CH:10][CH:11]=1)[CH2:8][CH:7]=[CH:6]2.C[Si]([N-][Si](C)(C)C)(C)C.[Li+].Cl[CH2:23][CH2:24][N:25]([CH2:33][CH2:34]Cl)[C:26](=[O:32])[O:27][C:28]([CH3:31])([CH3:30])[CH3:29], predict the reaction product. (8) Given the reactants [F:1][C:2]1[CH:9]=[CH:8][C:5]([CH2:6][OH:7])=[CH:4][CH:3]=1.Cl[C:11]1[CH:16]=[CH:15][C:14]([N+:17]([O-:19])=[O:18])=[CH:13][N:12]=1, predict the reaction product. The product is: [F:1][C:2]1[CH:9]=[CH:8][C:5]([CH2:6][O:7][C:11]2[CH:16]=[CH:15][C:14]([N+:17]([O-:19])=[O:18])=[CH:13][N:12]=2)=[CH:4][CH:3]=1. (9) Given the reactants [CH3:1][O:2][C:3]1[CH:4]=[CH:5][C:6]2[N:7]([N:9]=[C:10]([NH2:12])[N:11]=2)[N:8]=1.Br[C:14]1[CH:19]=[CH:18][C:17]([N:20]2[CH:24]=[C:23]([CH3:25])[N:22]=[CH:21]2)=[C:16]([O:26][CH3:27])[CH:15]=1.C(Cl)Cl, predict the reaction product. The product is: [CH3:27][O:26][C:16]1[CH:15]=[C:14]([NH:12][C:10]2[N:11]=[C:6]3[N:7]([N:8]=[C:3]([O:2][CH3:1])[CH:4]=[CH:5]3)[N:9]=2)[CH:19]=[CH:18][C:17]=1[N:20]1[CH:24]=[C:23]([CH3:25])[N:22]=[CH:21]1.